Dataset: NCI-60 drug combinations with 297,098 pairs across 59 cell lines. Task: Regression. Given two drug SMILES strings and cell line genomic features, predict the synergy score measuring deviation from expected non-interaction effect. (1) Drug 1: CC12CCC3C(C1CCC2=O)CC(=C)C4=CC(=O)C=CC34C. Drug 2: C1=NNC2=C1C(=O)NC=N2. Cell line: HL-60(TB). Synergy scores: CSS=69.1, Synergy_ZIP=2.58, Synergy_Bliss=6.91, Synergy_Loewe=-29.6, Synergy_HSA=2.60. (2) Drug 1: CC12CCC(CC1=CCC3C2CCC4(C3CC=C4C5=CN=CC=C5)C)O. Drug 2: CC1=C2C(C(=O)C3(C(CC4C(C3C(C(C2(C)C)(CC1OC(=O)C(C(C5=CC=CC=C5)NC(=O)C6=CC=CC=C6)O)O)OC(=O)C7=CC=CC=C7)(CO4)OC(=O)C)O)C)OC(=O)C. Cell line: HT29. Synergy scores: CSS=73.7, Synergy_ZIP=15.4, Synergy_Bliss=15.2, Synergy_Loewe=-2.33, Synergy_HSA=15.9. (3) Drug 1: C1=C(C(=O)NC(=O)N1)F. Drug 2: C1CCC(C(C1)N)N.C(=O)(C(=O)[O-])[O-].[Pt+4]. Cell line: HCT116. Synergy scores: CSS=53.0, Synergy_ZIP=-4.28, Synergy_Bliss=-6.55, Synergy_Loewe=-4.26, Synergy_HSA=-2.07. (4) Drug 1: C1C(C(OC1N2C=NC(=NC2=O)N)CO)O. Drug 2: C(CCl)NC(=O)N(CCCl)N=O. Cell line: M14. Synergy scores: CSS=-6.97, Synergy_ZIP=-1.59, Synergy_Bliss=-8.69, Synergy_Loewe=-13.5, Synergy_HSA=-13.5. (5) Drug 1: C1=CN(C=N1)CC(O)(P(=O)(O)O)P(=O)(O)O. Drug 2: C1CN(P(=O)(OC1)NCCCl)CCCl. Cell line: A498. Synergy scores: CSS=2.28, Synergy_ZIP=0.696, Synergy_Bliss=1.86, Synergy_Loewe=1.76, Synergy_HSA=1.05. (6) Drug 1: C1=NC2=C(N=C(N=C2N1C3C(C(C(O3)CO)O)F)Cl)N. Drug 2: CC1C(C(CC(O1)OC2CC(CC3=C2C(=C4C(=C3O)C(=O)C5=C(C4=O)C(=CC=C5)OC)O)(C(=O)CO)O)N)O.Cl. Cell line: SW-620. Synergy scores: CSS=37.2, Synergy_ZIP=-5.72, Synergy_Bliss=-3.91, Synergy_Loewe=-9.77, Synergy_HSA=-0.895.